Predict the reactants needed to synthesize the given product. From a dataset of Full USPTO retrosynthesis dataset with 1.9M reactions from patents (1976-2016). (1) Given the product [Cl:1][C:2]1[CH:27]=[C:26]([NH:28][C:29]2[CH:34]=[CH:33][C:32]([F:35])=[CH:31][C:30]=2[F:36])[CH:25]=[CH:24][C:3]=1[C:4]([C:6]1[CH:7]=[C:8]([C:13]2[N:14]=[N:15][N:16]([CH2:18][C:19]([N:21]3[CH2:39][CH2:38][CH2:23][CH2:22]3)=[O:20])[CH:17]=2)[CH:9]=[CH:10][C:11]=1[CH3:12])=[O:5], predict the reactants needed to synthesize it. The reactants are: [Cl:1][C:2]1[CH:27]=[C:26]([NH:28][C:29]2[CH:34]=[CH:33][C:32]([F:35])=[CH:31][C:30]=2[F:36])[CH:25]=[CH:24][C:3]=1[C:4]([C:6]1[CH:7]=[C:8]([C:13]2[N:14]=[N:15][N:16]([CH2:18][C:19]([NH:21][CH2:22][CH3:23])=[O:20])[CH:17]=2)[CH:9]=[CH:10][C:11]=1[CH3:12])=[O:5].Cl[C:38]1C=C(NC2C=CC(F)=CC=2F)C=C[C:39]=1C(C1C=C(C2N=NN(CC(O)=O)C=2)C=CC=1C)=O.N1CCCC1. (2) Given the product [C:13]([CH2:12][N:11]([CH2:10][CH2:9][N:4]([CH2:3][C:2]([OH:7])=[O:1])[CH2:5][C:6](=[O:8])[NH:55][CH2:58][CH2:59][O:30][CH2:31][CH2:32][O:33][C:34](=[O:52])[CH2:35][CH2:36][CH2:37][CH2:38][CH2:39][CH2:40][CH2:41][CH2:42][CH2:43][CH2:44][CH2:45][CH2:46][CH2:47][CH2:48][CH2:49][CH2:50][CH3:51])[CH2:16][CH2:17][N:18]([CH2:19][C:20]([NH:27][CH2:28][CH2:29][O:30][CH2:31][CH2:32][O:33][C:34](=[O:52])[CH2:35][CH2:36][CH2:37][CH2:38][CH2:39][CH2:40][CH2:41][CH2:42][CH2:43][CH2:44][CH2:45][CH2:46][CH2:47][CH2:48][CH2:49][CH2:50][CH3:51])=[O:25])[CH2:23][C:22]([OH:21])=[O:24])([OH:15])=[O:14], predict the reactants needed to synthesize it. The reactants are: [O:1]=[C:2]1[O:7][C:6](=[O:8])[CH2:5][N:4]([CH2:9][CH2:10][N:11]([CH2:16][CH2:17][N:18]2[CH2:23][C:22](=[O:24])[O:21][C:20](=[O:25])[CH2:19]2)[CH2:12][C:13]([OH:15])=[O:14])[CH2:3]1.Cl.[NH2:27][CH2:28][CH2:29][O:30][CH2:31][CH2:32][O:33][C:34](=[O:52])[CH2:35][CH2:36][CH2:37][CH2:38][CH2:39][CH2:40][CH2:41][CH2:42][CH2:43][CH2:44][CH2:45][CH2:46][CH2:47][CH2:48][CH2:49][CH2:50][CH3:51].CC[N:55]([CH2:58][CH3:59])CC. (3) Given the product [Cl:32][C:6]1[CH:5]=[N+:4]([O-:33])[CH:3]=[C:2]([Cl:1])[C:7]=1[CH2:8][C@H:9]([O:20][C:21](=[O:31])[CH2:22][C:23]1[S:24][C:25]([CH2:28][CH:29]=[O:30])=[CH:26][CH:27]=1)[C:10]1[CH:15]=[CH:14][C:13]([O:16][CH3:17])=[C:12]([O:18][CH3:19])[CH:11]=1, predict the reactants needed to synthesize it. The reactants are: [Cl:1][C:2]1[CH:3]=[N+:4]([O-:33])[CH:5]=[C:6]([Cl:32])[C:7]=1[CH2:8][C@H:9]([O:20][C:21](=[O:31])[CH2:22][C:23]1[S:24][C:25]([CH2:28][CH2:29][OH:30])=[CH:26][CH:27]=1)[C:10]1[CH:15]=[CH:14][C:13]([O:16][CH3:17])=[C:12]([O:18][CH3:19])[CH:11]=1.CC(OI1(OC(C)=O)(OC(C)=O)OC(=O)C2C=CC=CC1=2)=O. (4) Given the product [Cl:8][C:9]1[CH:10]=[C:11]([NH:22][C:23]2[C:32]3[C:27](=[CH:28][CH:29]=[CH:30][C:31]=3[O:5][CH2:4][C@@H:3]([N:2]([CH3:7])[CH3:1])[CH3:6])[N:26]=[CH:25][N:24]=2)[CH:12]=[CH:13][C:14]=1[S:15][C:16]1[N:17]([CH3:21])[CH:18]=[CH:19][N:20]=1, predict the reactants needed to synthesize it. The reactants are: [CH3:1][N:2]([CH3:7])[C@@H:3]([CH3:6])[CH2:4][OH:5].[Cl:8][C:9]1[CH:10]=[C:11]([NH:22][C:23]2[C:32]3[C:27](=[CH:28][CH:29]=[CH:30][C:31]=3F)[N:26]=[CH:25][N:24]=2)[CH:12]=[CH:13][C:14]=1[S:15][C:16]1[N:17]([CH3:21])[CH:18]=[CH:19][N:20]=1. (5) Given the product [Si:26]([O:20][CH2:19][C@@H:11]1[C@H:12]2[O:16][C:15]([CH3:17])([CH3:18])[O:14][C@H:13]2[C@H:9]([NH:8][C:4]2[CH:3]=[C:2]([I:1])[N:7]=[CH:6][N:5]=2)[CH2:10]1)([C:29]([CH3:32])([CH3:31])[CH3:30])([CH3:28])[CH3:27], predict the reactants needed to synthesize it. The reactants are: [I:1][C:2]1[N:7]=[CH:6][N:5]=[C:4]([NH:8][C@H:9]2[C@@H:13]3[O:14][C:15]([CH3:18])([CH3:17])[O:16][C@@H:12]3[C@@H:11]([CH2:19][OH:20])[CH2:10]2)[CH:3]=1.N1C=CN=C1.[Si:26](Cl)([C:29]([CH3:32])([CH3:31])[CH3:30])([CH3:28])[CH3:27].